From a dataset of Full USPTO retrosynthesis dataset with 1.9M reactions from patents (1976-2016). Predict the reactants needed to synthesize the given product. (1) Given the product [CH3:17][O:16][C:9]1[CH:10]=[C:11]([O:14][CH3:15])[CH:12]=[CH:13][C:8]=1[Si:26]([CH2:23][CH2:24][CH3:25])([O:29][CH3:30])[O:27][CH3:28], predict the reactants needed to synthesize it. The reactants are: CCCCCC.Br[C:8]1[CH:13]=[CH:12][C:11]([O:14][CH3:15])=[CH:10][C:9]=1[O:16][CH3:17].C([Li])CCC.[CH2:23]([Si:26](OC)([O:29][CH3:30])[O:27][CH3:28])[CH2:24][CH3:25]. (2) Given the product [Cl:1][C:2]1[C:8]([N+:9]([O-:11])=[O:10])=[CH:7][C:5]([N:6]2[C:17](=[O:25])[CH:18]=[C:19]([C:21]([F:24])([F:23])[F:22])[NH:20][C:15]2=[O:16])=[C:4]([F:12])[CH:3]=1, predict the reactants needed to synthesize it. The reactants are: [Cl:1][C:2]1[C:8]([N+:9]([O-:11])=[O:10])=[CH:7][C:5]([NH2:6])=[C:4]([F:12])[CH:3]=1.CN(C)[C:15]1[O:16][C:17](=[O:25])[CH:18]=[C:19]([C:21]([F:24])([F:23])[F:22])[N:20]=1. (3) Given the product [CH2:35]([O:12][C:11](=[O:13])[C@H:10]([CH3:14])[CH2:9][C@H:8]([NH:15][C:16]([O:18][C:19]([CH3:22])([CH3:20])[CH3:21])=[O:17])[CH2:7][C:4]1[CH:3]=[CH:2][C:1]([C:23]2[CH:24]=[CH:25][CH:26]=[CH:27][CH:28]=2)=[CH:6][CH:5]=1)[CH3:36], predict the reactants needed to synthesize it. The reactants are: [C:1]1([C:23]2[CH:28]=[CH:27][CH:26]=[CH:25][CH:24]=2)[CH:6]=[CH:5][C:4]([CH2:7][C@@H:8]([NH:15][C:16]([O:18][C:19]([CH3:22])([CH3:21])[CH3:20])=[O:17])[CH2:9][C@@H:10]([CH3:14])[C:11]([OH:13])=[O:12])=[CH:3][CH:2]=1.C(=O)([O-])[O-].[Cs+].[Cs+].[CH2:35](I)[CH3:36].C(OC(C)C)(=O)C. (4) Given the product [CH3:1][O:2][C:3]([C:5]1[N:6]=[C:7]([NH:10][C:11](=[O:36])[C@@H:12]([N:21]2[C:22](=[O:35])[C@@H:23]([C:25]3[CH:30]=[CH:29][C:28]([NH:31][C:32](=[O:34])[CH3:33])=[CH:27][CH:26]=3)[NH:24][C:38]2=[O:37])[C@H:13]([C:15]2[CH:16]=[CH:17][CH:18]=[CH:19][CH:20]=2)[CH3:14])[S:8][CH:9]=1)=[O:4], predict the reactants needed to synthesize it. The reactants are: [CH3:1][O:2][C:3]([C:5]1[N:6]=[C:7]([NH:10][C:11](=[O:36])[C@@H:12]([NH:21][C:22](=[O:35])[C@@H:23]([C:25]2[CH:30]=[CH:29][C:28]([NH:31][C:32](=[O:34])[CH3:33])=[CH:27][CH:26]=2)[NH2:24])[C@H:13]([C:15]2[CH:20]=[CH:19][CH:18]=[CH:17][CH:16]=2)[CH3:14])[S:8][CH:9]=1)=[O:4].[O:37]=[C:38](Cl)OC(Cl)(Cl)Cl. (5) Given the product [N:3]1[CH:4]=[CH:5][C:6]([CH:9]2[S:15][C:24]3[CH:30]=[CH:29][CH:28]=[CH:27][C:25]=3[NH:26][C:10]2=[O:12])=[CH:7][CH:8]=1, predict the reactants needed to synthesize it. The reactants are: [H-].[Na+].[N:3]1[CH:8]=[CH:7][C:6]([CH2:9][C:10]([O:12]CC)=O)=[CH:5][CH:4]=1.[S:15]([C:24]1[CH:30]=[CH:29][CH:28]=[CH:27][C:25]=1[NH2:26])[S:15][C:24]1[CH:30]=[CH:29][CH:28]=[CH:27][C:25]=1[NH2:26]. (6) Given the product [OH:14][C:11]1[CH:10]=[CH:9][C:8]([C:6]2[N:30]([CH2:22][CH2:23][C:24]3[CH:29]=[CH:28][CH:27]=[CH:26][CH:25]=3)[C:2](=[O:7])[C:3]3[C:4](=[CH:18][CH:19]=[CH:20][CH:21]=3)[N:5]=2)=[CH:13][CH:12]=1, predict the reactants needed to synthesize it. The reactants are: O=[C:2]1[O:7][C:6]([C:8]2[CH:13]=[CH:12][C:11]([O:14]C(=O)C)=[CH:10][CH:9]=2)=[N:5][C:4]2[CH:18]=[CH:19][CH:20]=[CH:21][C:3]1=2.[CH2:22]([NH2:30])[CH2:23][C:24]1[CH:29]=[CH:28][CH:27]=[CH:26][CH:25]=1. (7) Given the product [CH2:18]([O:17][C:16](=[O:20])[CH2:1][C:2]([C:4]1[CH:13]=[CH:12][C:11]2[C:6](=[CH:7][CH:8]=[CH:9][CH:10]=2)[CH:5]=1)=[O:3])[CH3:19], predict the reactants needed to synthesize it. The reactants are: [CH3:1][C:2]([C:4]1[CH:13]=[CH:12][C:11]2[C:6](=[CH:7][CH:8]=[CH:9][CH:10]=2)[CH:5]=1)=[O:3].[H-].[Na+].[C:16](=O)([O:20]CC)[O:17][CH2:18][CH3:19]. (8) Given the product [C:9]1([S:8][C:4]2[N:3]([O:2][C:17](=[O:18])[N:16]([CH3:15])[C:20]3[CH:25]=[CH:24][CH:23]=[CH:22][CH:21]=3)[CH:7]=[CH:6][N:5]=2)[CH:14]=[CH:13][CH:12]=[CH:11][CH:10]=1, predict the reactants needed to synthesize it. The reactants are: Cl.[OH:2][N:3]1[CH:7]=[CH:6][N:5]=[C:4]1[S:8][C:9]1[CH:14]=[CH:13][CH:12]=[CH:11][CH:10]=1.[CH3:15][N:16]([C:20]1[CH:25]=[CH:24][CH:23]=[CH:22][CH:21]=1)[C:17](Cl)=[O:18]. (9) Given the product [CH2:1]([N:3]1[C:7]2[CH:8]=[C:9]([C:12]([F:13])([F:14])[F:15])[CH:10]=[CH:11][C:6]=2[N:5]=[C:4]1[C@H:16]([NH:18][S:46]([C:42]1[N:41]([CH3:40])[CH:45]=[CH:44][CH:43]=1)(=[O:48])=[O:47])[CH3:17])[CH3:2], predict the reactants needed to synthesize it. The reactants are: [CH2:1]([N:3]1[C:7]2[CH:8]=[C:9]([C:12]([F:15])([F:14])[F:13])[CH:10]=[CH:11][C:6]=2[N:5]=[C:4]1[C@H:16]([NH:18]C(=O)OC(C)(C)C)[CH3:17])[CH3:2].Cl.O1CCOCC1.CCN(CC)CC.[CH3:40][N:41]1[CH:45]=[CH:44][CH:43]=[C:42]1[S:46]([O-:48])=[O:47].[Li+].ClN1C(=O)CCC1=O.